This data is from Forward reaction prediction with 1.9M reactions from USPTO patents (1976-2016). The task is: Predict the product of the given reaction. (1) Given the reactants [CH2:1]([C@@:3]1([C:12]([O:14][CH3:15])=[O:13])[CH2:7][C:6]2[CH:8]=[CH:9][CH:10]=[CH:11][C:5]=2[O:4]1)[CH3:2].[C:16](Cl)(=[O:18])[CH3:17].[Cl-].[Al+3].[Cl-].[Cl-].Cl, predict the reaction product. The product is: [C:16]([C:9]1[CH:10]=[CH:11][C:5]2[O:4][C@:3]([CH2:1][CH3:2])([C:12]([O:14][CH3:15])=[O:13])[CH2:7][C:6]=2[CH:8]=1)(=[O:18])[CH3:17]. (2) Given the reactants [C:1]([NH:5][S:6]([C:9]1[CH:14]=[CH:13][CH:12]=[CH:11][C:10]=1[C:15]1[CH:25]=[CH:24][C:18]2[NH:19][C:20]([CH2:22]Cl)=[N:21][C:17]=2[CH:16]=1)(=[O:8])=[O:7])([CH3:4])([CH3:3])[CH3:2].[F:26][C:27]([F:36])([F:35])[C:28]1[CH:29]=[CH:30][C:31]([OH:34])=[CH:32][CH:33]=1.C([O-])([O-])=O.[Na+].[Na+].C([O-])([O-])=O.[Cs+].[Cs+], predict the reaction product. The product is: [C:1]([NH:5][S:6]([C:9]1[CH:14]=[CH:13][CH:12]=[CH:11][C:10]=1[C:15]1[CH:25]=[CH:24][C:18]2[NH:19][C:20]([CH2:22][O:34][C:31]3[CH:30]=[CH:29][C:28]([C:27]([F:26])([F:35])[F:36])=[CH:33][CH:32]=3)=[N:21][C:17]=2[CH:16]=1)(=[O:8])=[O:7])([CH3:4])([CH3:3])[CH3:2]. (3) Given the reactants [N+:1]([C:4]1[CH:9]=[C:8]([C:10]([F:13])([F:12])[F:11])[CH:7]=[CH:6][C:5]=1[NH2:14])([O-:3])=[O:2].[CH3:15][O:16][CH2:17][C:18](Cl)=[O:19].C(N(CC)CC)C.O, predict the reaction product. The product is: [CH3:15][O:16][CH2:17][C:18]([NH:14][C:5]1[CH:6]=[CH:7][C:8]([C:10]([F:11])([F:12])[F:13])=[CH:9][C:4]=1[N+:1]([O-:3])=[O:2])=[O:19].